Dataset: Forward reaction prediction with 1.9M reactions from USPTO patents (1976-2016). Task: Predict the product of the given reaction. (1) The product is: [C:33]([O:32][C:30]([N:15]1[C:16]2[C:12](=[CH:11][C:10]([CH:6]3[C:5]([C:20]#[N:21])=[C:4]([CH3:22])[NH:3][C:2]([CH3:1])=[C:7]3[C:8]#[N:9])=[CH:18][CH:17]=2)[C:13]([CH3:19])=[N:14]1)=[O:31])([CH3:36])([CH3:35])[CH3:34]. Given the reactants [CH3:1][C:2]1[NH:3][C:4]([CH3:22])=[C:5]([C:20]#[N:21])[CH:6]([C:10]2[CH:11]=[C:12]3[C:16](=[CH:17][CH:18]=2)[NH:15][N:14]=[C:13]3[CH3:19])[C:7]=1[C:8]#[N:9].C(N(CC)CC)C.[C:30](O[C:30]([O:32][C:33]([CH3:36])([CH3:35])[CH3:34])=[O:31])([O:32][C:33]([CH3:36])([CH3:35])[CH3:34])=[O:31], predict the reaction product. (2) Given the reactants [S].[SH2:2].[C:3]1([P:9]([C:16]2[CH:21]=[CH:20][CH:19]=[CH:18][CH:17]=2)[C:10]2[CH:15]=[CH:14][CH:13]=[CH:12][CH:11]=2)[CH:8]=[CH:7][CH:6]=[CH:5][CH:4]=1.[C:22]1([O:28][P:29]([O:38][C:39]2[CH:44]=[CH:43][CH:42]=[CH:41][CH:40]=2)([O:31][C:32]2[CH:37]=[CH:36][CH:35]=[CH:34][CH:33]=2)=[O:30])[CH:27]=[CH:26][CH:25]=[CH:24][CH:23]=1, predict the reaction product. The product is: [C:16]1([P:9](=[S:2])([C:3]2[CH:4]=[CH:5][CH:6]=[CH:7][CH:8]=2)[C:10]2[CH:15]=[CH:14][CH:13]=[CH:12][CH:11]=2)[CH:17]=[CH:18][CH:19]=[CH:20][CH:21]=1.[C:32]1([O:31][P:29]([O:38][C:39]2[CH:40]=[CH:41][CH:42]=[CH:43][CH:44]=2)([O:28][C:22]2[CH:27]=[CH:26][CH:25]=[CH:24][CH:23]=2)=[O:30])[CH:37]=[CH:36][CH:35]=[CH:34][CH:33]=1. (3) Given the reactants [CH2:1]([O:3][C:4](=[O:13])[NH:5][C:6]1[C:7](I)=[N:8][CH:9]=[CH:10][CH:11]=1)[CH3:2].[C:14]([O:18][C:19](=[O:30])[NH:20][C@H:21]1[CH2:25][CH2:24][N:23]([CH2:26][C:27]#[CH:28])[C:22]1=[O:29])([CH3:17])([CH3:16])[CH3:15].C#C.N12CCCN=C1CCCCC2, predict the reaction product. The product is: [CH2:1]([O:3][C:4]([N:5]1[C:6]2[C:7](=[N:8][CH:9]=[CH:10][CH:11]=2)[CH:28]=[C:27]1[CH2:26][N:23]1[CH2:24][CH2:25][C@H:21]([NH:20][C:19]([O:18][C:14]([CH3:16])([CH3:15])[CH3:17])=[O:30])[C:22]1=[O:29])=[O:13])[CH3:2]. (4) Given the reactants [CH3:1][C:2]1[CH:3]=[CH:4][CH:5]=[C:6]2[C:11]=1[C:10](=[O:12])[N:9]([C:13]1[CH:18]=[CH:17][CH:16]=[CH:15][C:14]=1[CH3:19])[C:8]([CH:20]([NH:22][C:23]1[N:31]=[CH:30][N:29]=[C:28]3[C:24]=1[N:25]=[CH:26][N:27]3C1CCCCO1)[CH3:21])=[CH:7]2.C([O-])(O)=O.[Na+], predict the reaction product. The product is: [N:31]1[C:23]([NH:22][CH:20]([C:8]2[N:9]([C:13]3[CH:18]=[CH:17][CH:16]=[CH:15][C:14]=3[CH3:19])[C:10](=[O:12])[C:11]3[C:6]([CH:7]=2)=[CH:5][CH:4]=[CH:3][C:2]=3[CH3:1])[CH3:21])=[C:24]2[C:28]([NH:27][CH:26]=[N:25]2)=[N:29][CH:30]=1. (5) Given the reactants CN(C(ON1N=NC2C=CC=NC1=2)=[N+](C)C)C.F[P-](F)(F)(F)(F)F.[N+:25]([C:28]1[CH:33]=[CH:32][C:31]([C:34](=[NH:37])[NH:35][NH2:36])=[CH:30][CH:29]=1)([O-:27])=[O:26].[C:38]([O:42][C:43](=[O:49])[CH2:44][CH2:45][C:46](O)=[O:47])([CH3:41])([CH3:40])[CH3:39], predict the reaction product. The product is: [N+:25]([C:28]1[CH:29]=[CH:30][C:31]([C:34]([NH:35][NH:36][C:46](=[O:47])[CH2:45][CH2:44][C:43]([O:42][C:38]([CH3:40])([CH3:39])[CH3:41])=[O:49])=[NH:37])=[CH:32][CH:33]=1)([O-:27])=[O:26]. (6) Given the reactants I[C:2]1[CH:3]=[CH:4][CH:5]=[C:6]2[C:10]=1[C:9](=[O:11])[N:8]([CH2:12][CH2:13][C:14]1[CH:23]=[CH:22][C:21]3[C:16](=[CH:17][CH:18]=[CH:19][CH:20]=3)[N:15]=1)[CH2:7]2.[B:24](OC)([O:27]C)[O:25]C.[Li]CCCC.[OH-].[Na+], predict the reaction product. The product is: [O:11]=[C:9]1[C:10]2[C:6](=[CH:5][CH:4]=[CH:3][C:2]=2[B:24]([OH:27])[OH:25])[CH2:7][N:8]1[CH2:12][CH2:13][C:14]1[CH:23]=[CH:22][C:21]2[C:16](=[CH:17][CH:18]=[CH:19][CH:20]=2)[N:15]=1. (7) Given the reactants [CH3:1][O:2][C:3]1[CH:8]=[CH:7][C:6]([C:9]2[C:10](=[O:23])[N:11]([CH2:19][C:20](Cl)=[O:21])[C:12]3([CH2:18][CH2:17][CH2:16][CH2:15][CH2:14]3)[N:13]=2)=[CH:5][CH:4]=1.[F:24][C:25]1[CH:31]=[CH:30][C:28]([NH2:29])=[CH:27][C:26]=1[CH3:32].C(N(CC)CC)C.CO, predict the reaction product. The product is: [F:24][C:25]1[CH:31]=[CH:30][C:28]([NH:29][C:20](=[O:21])[CH2:19][N:11]2[C:12]3([CH2:18][CH2:17][CH2:16][CH2:15][CH2:14]3)[N:13]=[C:9]([C:6]3[CH:7]=[CH:8][C:3]([O:2][CH3:1])=[CH:4][CH:5]=3)[C:10]2=[O:23])=[CH:27][C:26]=1[CH3:32]. (8) Given the reactants [CH3:1][C@@H:2]1[CH2:7][NH:6][CH2:5][CH2:4][N:3]1[C:8]1[C:17]2[C:12](=[CH:13][CH:14]=[CH:15][CH:16]=2)[C:11]([C:18]2[CH:23]=[CH:22][CH:21]=[CH:20][CH:19]=2)=[N:10][N:9]=1.[O:24]=[C:25]1[CH2:30][CH2:29][CH:28]([C:31](O)=[O:32])[CH2:27][CH2:26]1.N1C2C(=NC=CC=2)N(O)N=1.Cl.C(N=C=NCCCN(C)C)C.C(=O)(O)[O-].[Na+], predict the reaction product. The product is: [CH3:1][C@@H:2]1[CH2:7][N:6]([C:31]([CH:28]2[CH2:29][CH2:30][C:25](=[O:24])[CH2:26][CH2:27]2)=[O:32])[CH2:5][CH2:4][N:3]1[C:8]1[C:17]2[C:12](=[CH:13][CH:14]=[CH:15][CH:16]=2)[C:11]([C:18]2[CH:23]=[CH:22][CH:21]=[CH:20][CH:19]=2)=[N:10][N:9]=1. (9) Given the reactants [CH3:1][N:2]1[CH2:28][CH2:27][C:5]2[N:6]=[C:7]([O:10][CH:11]3[CH2:16][CH2:15][N:14](C(OCC4C=CC=CC=4)=O)[CH2:13][CH2:12]3)[N:8]=[CH:9][C:4]=2[CH2:3]1, predict the reaction product. The product is: [CH3:1][N:2]1[CH2:28][CH2:27][C:5]2[N:6]=[C:7]([O:10][CH:11]3[CH2:12][CH2:13][NH:14][CH2:15][CH2:16]3)[N:8]=[CH:9][C:4]=2[CH2:3]1.